Dataset: Forward reaction prediction with 1.9M reactions from USPTO patents (1976-2016). Task: Predict the product of the given reaction. (1) Given the reactants [Cl:1][C:2]1[CH:3]=[C:4]2[C:9](=[CH:10][C:11]=1[O:12][CH2:13][CH2:14][CH2:15][OH:16])[O:8][C:7]([CH3:18])([CH3:17])[CH:6]=[C:5]2[C:19]([F:22])([F:21])[F:20].O[C:24]1[CH:38]=[CH:37][C:27]([O:28][C@@:29]([CH3:36])([CH2:34][CH3:35])[C:30]([O:32][CH3:33])=[O:31])=[CH:26][CH:25]=1.C1(P(C2C=CC=CC=2)C2C=CC=CC=2)C=CC=CC=1.N(C(OCC)=O)=NC(OCC)=O, predict the reaction product. The product is: [Cl:1][C:2]1[CH:3]=[C:4]2[C:9](=[CH:10][C:11]=1[O:12][CH2:13][CH2:14][CH2:15][O:16][C:24]1[CH:38]=[CH:37][C:27]([O:28][C@@:29]([CH3:36])([CH2:34][CH3:35])[C:30]([O:32][CH3:33])=[O:31])=[CH:26][CH:25]=1)[O:8][C:7]([CH3:18])([CH3:17])[CH:6]=[C:5]2[C:19]([F:20])([F:22])[F:21]. (2) Given the reactants [C:1]1([CH2:7][CH2:8][CH2:9][CH2:10][CH2:11]O)[CH:6]=[CH:5][CH:4]=[CH:3][CH:2]=1.C1(N(Cl)C(=O)N(Cl)C(=O)[N:15]1Cl)=O.[CH3:25][C:26]1([CH3:35])[N:31]([O])C(C)(C)CC[CH2:27]1, predict the reaction product. The product is: [C:26]([NH:31][N:15]=[CH:11][CH2:10][CH2:9][CH2:8][CH2:7][C:1]1[CH:6]=[CH:5][CH:4]=[CH:3][CH:2]=1)([CH3:35])([CH3:27])[CH3:25]. (3) Given the reactants [CH2:1]1[CH2:5]OC[CH2:2]1.BrC(C)C.[Cl:10][C:11]1[CH:18]=[CH:17][CH:16]=[CH:15][C:12]=1[C:13]#[N:14].[BH4-].[Na+], predict the reaction product. The product is: [Cl:10][C:11]1[CH:18]=[CH:17][CH:16]=[CH:15][C:12]=1[CH:13]([NH2:14])[CH:1]([CH3:5])[CH3:2]. (4) Given the reactants [OH:1][C:2]1([CH2:10][S:11][CH:12]([O:14][CH2:15][CH3:16])[CH3:13])[CH:7]2[CH2:8][CH2:9][N:4]([CH2:5][CH2:6]2)[CH2:3]1.[C:17]([OH:25])(=[O:24])[C:18]1[CH:23]=[CH:22][CH:21]=[CH:20][CH:19]=1, predict the reaction product. The product is: [C:17]([OH:25])(=[O:24])[C:18]1[CH:23]=[CH:22][CH:21]=[CH:20][CH:19]=1.[OH:1][C:2]1([CH2:10][S:11][CH:12]([O:14][CH2:15][CH3:16])[CH3:13])[CH:7]2[CH2:8][CH2:9][N:4]([CH2:5][CH2:6]2)[CH2:3]1.